Dataset: Forward reaction prediction with 1.9M reactions from USPTO patents (1976-2016). Task: Predict the product of the given reaction. (1) Given the reactants [C:1](=[O:38])([O:9][CH2:10]/[C:11](/[C:28]1[CH:33]=[CH:32][C:31]([S:34]([CH3:37])(=[O:36])=[O:35])=[CH:30][CH:29]=1)=[C:12](/[C:22]1[CH:27]=[CH:26][CH:25]=[CH:24][CH:23]=1)\[CH2:13][O:14][Si](C(C)(C)C)(C)C)[O:2][CH2:3][CH2:4][CH2:5][CH2:6][CH2:7][Br:8], predict the reaction product. The product is: [C:1](=[O:38])([O:9][CH2:10]/[C:11](/[C:28]1[CH:33]=[CH:32][C:31]([S:34]([CH3:37])(=[O:35])=[O:36])=[CH:30][CH:29]=1)=[C:12](/[C:22]1[CH:27]=[CH:26][CH:25]=[CH:24][CH:23]=1)\[CH2:13][OH:14])[O:2][CH2:3][CH2:4][CH2:5][CH2:6][CH2:7][Br:8]. (2) Given the reactants [CH3:1][C:2](=[CH:6][C:7]1[CH:12]=[CH:11][CH:10]=[CH:9][CH:8]=1)[C:3]([OH:5])=O.[CH3:13][N:14]([CH3:30])[CH:15]1[CH2:19][CH2:18][N:17]([C:20]2[S:21][C:22]3[CH:28]=[C:27]([NH2:29])[CH:26]=[CH:25][C:23]=3[N:24]=2)[CH2:16]1, predict the reaction product. The product is: [CH3:13][N:14]([CH3:30])[CH:15]1[CH2:19][CH2:18][N:17]([C:20]2[S:21][C:22]3[CH:28]=[C:27]([NH:29][C:3](=[O:5])[C:2]([CH3:1])=[CH:6][C:7]4[CH:12]=[CH:11][CH:10]=[CH:9][CH:8]=4)[CH:26]=[CH:25][C:23]=3[N:24]=2)[CH2:16]1. (3) Given the reactants [CH2:1]([C@@H:5]([C:12]([N:14]1[CH2:18][CH2:17][CH2:16][C@H:15]1[C:19]([O:21][C:22]([CH3:25])([CH3:24])[CH3:23])=[O:20])=[O:13])[C@@H:6](O)[C:7]([O:9][CH3:10])=[O:8])[CH2:2][CH2:3][CH3:4].N1C=CC=CC=1.S(OS(C(F)(F)F)(=O)=O)(C(F)(F)[F:36])(=O)=O.[O-]S(C(F)(F)F)(=O)=O, predict the reaction product. The product is: [CH2:1]([C@@H:5]([C:12]([N:14]1[CH2:18][CH2:17][CH2:16][C@H:15]1[C:19]([O:21][C:22]([CH3:25])([CH3:24])[CH3:23])=[O:20])=[O:13])[C@H:6]([F:36])[C:7]([O:9][CH3:10])=[O:8])[CH2:2][CH2:3][CH3:4]. (4) Given the reactants [Cl:1][C:2]1[CH:3]=[C:4]([CH:7]=[CH:8][CH:9]=1)[CH:5]=[O:6].S([O-])([O-])(=O)=O.[Mg+2].CC(N=P(N1CCCC1)(N1CCCC1)N1CCCC1)(C)C.[N+:37]([CH3:40])([O-:39])=[O:38], predict the reaction product. The product is: [Cl:1][C:2]1[CH:3]=[C:4]([CH:5]([OH:6])[CH2:40][N+:37]([O-:39])=[O:38])[CH:7]=[CH:8][CH:9]=1. (5) Given the reactants [Cl:1][C:2]1[S:6][C:5]([C:7]2[N:8]([CH2:13][C:14]3[CH:19]=[CH:18][CH:17]=[CH:16][C:15]=3[F:20])[C:9](=[O:12])[NH:10][N:11]=2)=[CH:4][CH:3]=1.Br[CH2:22][C:23]#[N:24].C(=O)([O-])[O-].[K+].[K+], predict the reaction product. The product is: [Cl:1][C:2]1[S:6][C:5]([C:7]2[N:8]([CH2:13][C:14]3[CH:19]=[CH:18][CH:17]=[CH:16][C:15]=3[F:20])[C:9](=[O:12])[N:10]([CH2:22][C:23]#[N:24])[N:11]=2)=[CH:4][CH:3]=1. (6) The product is: [Cl:15][CH2:16][C:17]([CH2:19][Cl:20])([NH:7][C:8]1[CH:13]=[CH:12][C:11]([CH3:14])=[CH:10][CH:9]=1)[C:5]#[N:6]. Given the reactants C[Si]([C:5]#[N:6])(C)C.[NH2:7][C:8]1[CH:13]=[CH:12][C:11]([CH3:14])=[CH:10][CH:9]=1.[Cl:15][CH2:16][C:17]([CH2:19][Cl:20])=O, predict the reaction product. (7) The product is: [CH3:21][S:18]([C:15]1[CH:16]=[CH:17][C:12]([CH:4]([CH2:5][CH:6]2[CH2:11][CH2:10][O:9][CH2:8][CH2:7]2)[C:3]([OH:23])=[O:2])=[CH:13][C:14]=1[CH3:22])(=[O:20])=[O:19]. Given the reactants C[O:2][C:3](=[O:23])[CH:4]([C:12]1[CH:17]=[CH:16][C:15]([S:18]([CH3:21])(=[O:20])=[O:19])=[C:14]([CH3:22])[CH:13]=1)[CH2:5][CH:6]1[CH2:11][CH2:10][O:9][CH2:8][CH2:7]1.O.[OH-].[Li+], predict the reaction product. (8) Given the reactants Br[C:2]1[CH:7]=[C:6]([NH:8][C:9](=[O:12])[CH2:10][CH3:11])[CH:5]=[CH:4][N:3]=1.C(=O)([O-])[O-].[K+].[K+].[Cl:19][C:20]1[C:40](B(O)O)=[CH:39][C:23]2[CH2:24][C:25]([C:31]3[CH:36]=[C:35]([Cl:37])[CH:34]=[C:33]([Cl:38])[CH:32]=3)([C:27]([F:30])([F:29])[F:28])[O:26][C:22]=2[CH:21]=1, predict the reaction product. The product is: [Cl:19][C:20]1[C:40]([C:2]2[CH:7]=[C:6]([NH:8][C:9](=[O:12])[CH2:10][CH3:11])[CH:5]=[CH:4][N:3]=2)=[CH:39][C:23]2[CH2:24][C:25]([C:31]3[CH:36]=[C:35]([Cl:37])[CH:34]=[C:33]([Cl:38])[CH:32]=3)([C:27]([F:29])([F:30])[F:28])[O:26][C:22]=2[CH:21]=1. (9) Given the reactants [NH2:1][C:2]1[C:7]([I:8])=[CH:6][C:5]([S:9][CH3:10])=[CH:4][N:3]=1.C(=O)([O-])O.[Na+].[C:16]1([S:22](Cl)(=[O:24])=[O:23])[CH:21]=[CH:20][CH:19]=[CH:18][CH:17]=1, predict the reaction product. The product is: [C:16]1([S:22]([NH:1][C:2]2[C:7]([I:8])=[CH:6][C:5]([S:9][CH3:10])=[CH:4][N:3]=2)(=[O:24])=[O:23])[CH:21]=[CH:20][CH:19]=[CH:18][CH:17]=1. (10) The product is: [CH3:1][C:2]1([CH3:22])[CH:6]([C:7]2[CH:8]=[CH:9][C:10]([CH3:13])=[CH:11][CH:12]=2)[C:5]2[C:14]([CH3:21])=[C:15]([NH:20][C:32]([C:30]3[CH:29]=[CH:28][C:27]4[O:23][CH2:24][O:25][C:26]=4[CH:31]=3)=[O:33])[C:16]([CH3:19])=[C:17]([CH3:18])[C:4]=2[O:3]1. Given the reactants [CH3:1][C:2]1([CH3:22])[CH:6]([C:7]2[CH:12]=[CH:11][C:10]([CH3:13])=[CH:9][CH:8]=2)[C:5]2[C:14]([CH3:21])=[C:15]([NH2:20])[C:16]([CH3:19])=[C:17]([CH3:18])[C:4]=2[O:3]1.[O:23]1[C:27]2[CH:28]=[CH:29][C:30]([C:32](Cl)=[O:33])=[CH:31][C:26]=2[O:25][CH2:24]1, predict the reaction product.